From a dataset of Blood-brain barrier permeability classification from the B3DB database. Regression/Classification. Given a drug SMILES string, predict its absorption, distribution, metabolism, or excretion properties. Task type varies by dataset: regression for continuous measurements (e.g., permeability, clearance, half-life) or binary classification for categorical outcomes (e.g., BBB penetration, CYP inhibition). Dataset: b3db_classification. (1) The result is 0 (does not penetrate BBB). The drug is CC1Cc2ccccc2N(C(=O)c2ccnc(F)c2F)C1. (2) The molecule is Cc1onc(-c2ccccc2)c1C(=O)NC1C(=O)N2C1SC(C)(C)C2C(=O)O. The result is 0 (does not penetrate BBB). (3) The drug is CN1C[C@@H](CC#N)C[C@@H]2c3cccc4[nH]cc(c34)C[C@H]21. The result is 1 (penetrates BBB). (4) The molecule is COCCOC(=O)C1=C(C)NC(C)=C(C(=O)OC(C)C)C1c1cccc([N+](=O)[O-])c1. The result is 1 (penetrates BBB). (5) The molecule is CC(C)[C@@H](CN1CCCC1)N(C)C(=O)Cc1ccc(Cl)c(Cl)c1. The result is 1 (penetrates BBB). (6) The compound is CNC1CCCC(=O)C1c1ccccc1Cl. The result is 1 (penetrates BBB). (7) The molecule is CCNC(=O)/C=C/c1cccc(Br)c1. The result is 1 (penetrates BBB). (8) The drug is Cc1ccc(SCCC(=O)N[C@@H](C)c2ccc(N3CCC[C@@H](C)C3)cc2)cc1. The result is 1 (penetrates BBB). (9) The result is 1 (penetrates BBB). The compound is Cc1onc(-c2c(F)cccc2Cl)c1C(=O)N[C@@H]1C(=O)N2[C@H]1SC(C)(C)[C@H]2C(=O)O.